From a dataset of Peptide-MHC class I binding affinity with 185,985 pairs from IEDB/IMGT. Regression. Given a peptide amino acid sequence and an MHC pseudo amino acid sequence, predict their binding affinity value. This is MHC class I binding data. (1) The peptide sequence is WLKERLPGF. The MHC is HLA-A26:03 with pseudo-sequence HLA-A26:03. The binding affinity (normalized) is 0.770. (2) The peptide sequence is LGLSRPLL. The MHC is H-2-Dd with pseudo-sequence H-2-Dd. The binding affinity (normalized) is 0.0278.